Task: Regression/Classification. Given a drug SMILES string, predict its absorption, distribution, metabolism, or excretion properties. Task type varies by dataset: regression for continuous measurements (e.g., permeability, clearance, half-life) or binary classification for categorical outcomes (e.g., BBB penetration, CYP inhibition). Dataset: cyp2d6_veith.. Dataset: CYP2D6 inhibition data for predicting drug metabolism from PubChem BioAssay (1) The molecule is O=C(O)C(Sc1ccc(Cl)cc1)Sc1ccc(Cl)cc1. The result is 0 (non-inhibitor). (2) The compound is CCC[C@@H]1CC2=CC(=O)CC[C@]2(C)[C@@H]2CC[C@@]3(C)[C@H](CC[C@]3(O)CCC(=O)[O-])[C@H]12.[K+]. The result is 0 (non-inhibitor). (3) The drug is Cl.OCCN1CCN(CCOc2cccc(Cl)c2)CC1. The result is 1 (inhibitor). (4) The compound is Cc1ccc(C2/C(=C(/O)c3ccc(Cl)cc3)C(=O)C(=O)N2CC2CCCO2)o1. The result is 0 (non-inhibitor). (5) The compound is CC1(C)CC(=O)C2=C(C1)NC(=O)C21C(C(=O)OC(C)(C)C)=C(N)Oc2ccc(Br)cc21. The result is 0 (non-inhibitor). (6) The molecule is CCc1ccc(OCC(=O)Nc2ccc(-c3nc4ccccc4o3)c(O)c2)cc1. The result is 0 (non-inhibitor).